Dataset: Full USPTO retrosynthesis dataset with 1.9M reactions from patents (1976-2016). Task: Predict the reactants needed to synthesize the given product. (1) Given the product [C:3]([O:7][C:8](=[O:79])[CH2:9][CH2:10][C@H:11]1[NH:28][C:27](=[O:29])[CH2:26][C@H:25](/[CH:30]=[CH:31]/[CH2:32][CH2:33][S:34][C:35]([C:42]2[CH:47]=[CH:46][CH:45]=[CH:44][CH:43]=2)([C:48]2[CH:53]=[CH:52][CH:51]=[CH:50][CH:49]=2)[C:36]2[CH:37]=[CH:38][CH:39]=[CH:40][CH:41]=2)[O:24][C:23](=[O:54])[CH2:22][NH:21][C:20](=[O:55])[C:17]2([CH:32]([CH2:33][SH:34])[CH2:18][CH2:19]2)[NH:16][C:15](=[O:56])[C@@H:14]([C:97]([C:89]2[CH:88]=[CH:93][CH:92]=[CH:91][CH:90]=2)([C:38]2[CH:37]=[CH:36][CH:41]=[CH:40][CH:39]=2)[C:42]2[CH:47]=[CH:46][CH:45]=[CH:44][CH:43]=2)[NH:13][C:12]1=[O:78])([CH3:4])([CH3:5])[CH3:6], predict the reactants needed to synthesize it. The reactants are: [Li+].[OH-].[C:3]([O:7][C:8](=[O:79])[CH2:9][CH2:10][C@H:11]1[NH:28][C:27](=[O:29])[CH2:26][C@@H:25](/[CH:30]=[CH:31]/[CH2:32][CH2:33][S:34][C:35]([C:48]2[CH:53]=[CH:52][CH:51]=[CH:50][CH:49]=2)([C:42]2[CH:47]=[CH:46][CH:45]=[CH:44][CH:43]=2)[C:36]2[CH:41]=[CH:40][CH:39]=[CH:38][CH:37]=2)[O:24][C:23](=[O:54])[CH2:22][NH:21][C:20](=[O:55])[C:17]2([CH2:19][CH2:18]2)[NH:16][C:15](=[O:56])[C@@H:14](CSC(C2C=CC=CC=2)(C2C=CC=CC=2)C2C=CC=CC=2)[NH:13][C:12]1=[O:78])([CH3:6])([CH3:5])[CH3:4].Cl.[CH3:97][C:89]1[CH:90]=[CH:91][CH:92]=[C:93]([N+]([O-])=O)[C:88]=1C(OC(=O)[C:88]1[C:93]([N+]([O-])=O)=[CH:92][CH:91]=[CH:90][C:89]=1[CH3:97])=O. (2) Given the product [CH3:30][O:31][C:32]1[CH:40]=[C:39]2[C:35]([CH2:36][CH2:37][N:38]2[C:27]([C:23]2[N:24]=[CH:25][N:26]=[C:21]([NH:20][C:16]3[CH:17]=[C:18]4[C:13](=[CH:14][CH:15]=3)[CH2:12][C:4]3([C:5]5[C:6](=[N:7][CH:8]=[CH:9][CH:10]=5)[NH:11][C:3]3=[O:2])[CH2:19]4)[CH:22]=2)=[O:29])=[CH:34][CH:33]=1, predict the reactants needed to synthesize it. The reactants are: Cl.[O:2]=[C:3]1[NH:11][C:6]2=[N:7][CH:8]=[CH:9][CH:10]=[C:5]2[C:4]21[CH2:19][C:18]1[C:13](=[CH:14][CH:15]=[C:16]([NH:20][C:21]3[N:26]=[CH:25][N:24]=[C:23]([C:27]([OH:29])=O)[CH:22]=3)[CH:17]=1)[CH2:12]2.[CH3:30][O:31][C:32]1[CH:40]=[C:39]2[C:35]([CH2:36][CH2:37][NH:38]2)=[CH:34][CH:33]=1.CN(C(ON1N=NC2C=CC=CC1=2)=[N+](C)C)C.[B-](F)(F)(F)F. (3) The reactants are: [F:1][C:2]([F:26])([F:25])[O:3][C:4]1[CH:9]=[CH:8][C:7]([N:10]2[CH:14]=[N:13][C:12]([C:15]3[CH:20]=[CH:19][C:18]([CH2:21][CH2:22][CH2:23][NH2:24])=[CH:17][CH:16]=3)=[N:11]2)=[CH:6][CH:5]=1.[CH:27]([C:30]1[CH:35]=[C:34]([CH3:36])[CH:33]=[CH:32][C:31]=1[NH:37][C:38]([NH2:40])=[S:39])([CH3:29])[CH3:28].[C:41]([O-])(=[O:43])C.[Na+]. Given the product [CH:27]([C:30]1[CH:35]=[C:34]([CH3:36])[CH:33]=[CH:32][C:31]=1[NH:37][C:38]([NH:40][C:41]([NH:24][CH2:23][CH2:22][CH2:21][C:18]1[CH:19]=[CH:20][C:15]([C:12]2[N:13]=[CH:14][N:10]([C:7]3[CH:6]=[CH:5][C:4]([O:3][C:2]([F:1])([F:25])[F:26])=[CH:9][CH:8]=3)[N:11]=2)=[CH:16][CH:17]=1)=[O:43])=[S:39])([CH3:29])[CH3:28], predict the reactants needed to synthesize it. (4) The reactants are: F[C:2]1[CH:7]=[CH:6][CH:5]=[CH:4][C:3]=1[CH:8]1[CH2:13][CH2:12][CH2:11][N:10]([C:14]([C:16]2[CH:21]=[CH:20][N:19]=[C:18]([N:22]([CH3:24])[CH3:23])[CH:17]=2)=[O:15])[CH2:9]1.Cl.CN(C)C1C=C(C=CN=1)[C:31](O)=[O:32].COC1C=C([C@@H]2CCCNC2)C=CC=1. Given the product [CH3:31][O:32][C:7]1[CH:2]=[C:3]([C@@H:8]2[CH2:13][CH2:12][CH2:11][N:10]([C:14]([C:16]3[CH:21]=[CH:20][N:19]=[C:18]([N:22]([CH3:24])[CH3:23])[CH:17]=3)=[O:15])[CH2:9]2)[CH:4]=[CH:5][CH:6]=1, predict the reactants needed to synthesize it. (5) Given the product [F:70][C:68]1[CH:67]=[C:66]([F:71])[CH:65]=[C:64]2[C:69]=1[C:60]([NH:35][C:36]1[C:37]([C:48]3[CH:53]=[CH:52][CH:51]=[C:50]([NH:54][S:55]([CH3:58])(=[O:57])=[O:56])[CH:49]=3)=[CH:38][N:39]=[C:40]([N:42]3[CH2:43][CH2:44][O:45][CH2:46][CH2:47]3)[CH:41]=1)=[C:61]([CH3:85])[C:62]([N:72]1[CH2:77][CH2:76][N:75]([C:78]([O:80][C:81]([CH3:83])([CH3:82])[CH3:84])=[O:79])[CH2:74][CH2:73]1)=[N:63]2, predict the reactants needed to synthesize it. The reactants are: C1(P(C2CCCCC2)C2C=CC=CC=2C2C(C(C)C)=CC(C(C)C)=CC=2C(C)C)CCCCC1.[NH2:35][C:36]1[CH:41]=[C:40]([N:42]2[CH2:47][CH2:46][O:45][CH2:44][CH2:43]2)[N:39]=[CH:38][C:37]=1[C:48]1[CH:49]=[C:50]([NH:54][S:55]([CH3:58])(=[O:57])=[O:56])[CH:51]=[CH:52][CH:53]=1.Cl[C:60]1[C:69]2[C:64](=[CH:65][C:66]([F:71])=[CH:67][C:68]=2[F:70])[N:63]=[C:62]([N:72]2[CH2:77][CH2:76][N:75]([C:78]([O:80][C:81]([CH3:84])([CH3:83])[CH3:82])=[O:79])[CH2:74][CH2:73]2)[C:61]=1[CH3:85].CC(C)([O-])C.[Na+].